From a dataset of Full USPTO retrosynthesis dataset with 1.9M reactions from patents (1976-2016). Predict the reactants needed to synthesize the given product. (1) The reactants are: I[C:2]1[CH:23]=[CH:22][C:5]([C:6]([N:8]2[C:14]3[CH:15]=[CH:16][CH:17]=[CH:18][C:13]=3[CH2:12][N:11]3[CH:19]=[CH:20][CH:21]=[C:10]3[CH2:9]2)=[O:7])=[C:4]([O:24][CH3:25])[CH:3]=1.[CH3:26][C:27]1[CH:32]=[CH:31][CH:30]=[CH:29][C:28]=1B(O)O.C(=O)([O-])[O-].[Na+].[Na+]. Given the product [CH:21]1[CH:20]=[CH:19][N:11]2[CH2:12][C:13]3[CH:18]=[CH:17][CH:16]=[CH:15][C:14]=3[N:8]([C:6]([C:5]3[CH:22]=[CH:23][C:2]([C:28]4[CH:29]=[CH:30][CH:31]=[CH:32][C:27]=4[CH3:26])=[CH:3][C:4]=3[O:24][CH3:25])=[O:7])[CH2:9][C:10]=12, predict the reactants needed to synthesize it. (2) Given the product [N:19]([CH2:22][CH2:23][CH2:24][CH2:25][CH2:26][CH2:27][CH2:28][CH2:29][CH2:30][CH2:31][C:32]([Cl:38])=[O:34])=[N+:20]=[N-:21], predict the reactants needed to synthesize it. The reactants are: BrCCCCCCCCCCC(O)=O.[N-]=[N+]=[N-].[Na+].[N:19]([CH2:22][CH2:23][CH2:24][CH2:25][CH2:26][CH2:27][CH2:28][CH2:29][CH2:30][CH2:31][C:32]([OH:34])=O)=[N+:20]=[N-:21].C(Cl)(=O)C([Cl:38])=O. (3) Given the product [CH2:14]([O:13][CH2:12][CH2:11][C:9]1[N:8]([C:21]2[CH:26]=[CH:25][C:24]([F:27])=[CH:23][C:22]=2[C:28]([F:29])([F:31])[F:30])[C:7]([CH3:32])=[C:6]([C:4]([NH:41][C:40]2[CH:39]=[CH:38][C:37]([S:34]([CH3:33])(=[O:36])=[O:35])=[CH:43][CH:42]=2)=[O:5])[CH:10]=1)[C:15]1[CH:20]=[CH:19][CH:18]=[CH:17][CH:16]=1, predict the reactants needed to synthesize it. The reactants are: C(O[C:4]([C:6]1[CH:10]=[C:9]([CH2:11][CH2:12][O:13][CH2:14][C:15]2[CH:20]=[CH:19][CH:18]=[CH:17][CH:16]=2)[N:8]([C:21]2[CH:26]=[CH:25][C:24]([F:27])=[CH:23][C:22]=2[C:28]([F:31])([F:30])[F:29])[C:7]=1[CH3:32])=[O:5])C.[CH3:33][S:34]([C:37]1[CH:43]=[CH:42][C:40]([NH2:41])=[CH:39][CH:38]=1)(=[O:36])=[O:35].C[Al](C)C. (4) Given the product [CH2:2]([N:4]1[C:8]2[CH:9]=[CH:10][C:11]([C:13](=[O:31])[CH2:14][CH2:15][CH:16]([OH:18])[CH3:17])=[CH:12][C:7]=2[N:6]=[C:5]1[CH2:19][N:20]1[CH:24]=[CH:23][N:22]=[C:21]1[C:25]1[S:26][CH:27]=[CH:28][N:29]=1)[CH3:3], predict the reactants needed to synthesize it. The reactants are: Cl.[CH2:2]([N:4]1[C:8]2[CH:9]=[CH:10][C:11]([C:13]#[C:14][CH2:15][CH:16]([OH:18])[CH3:17])=[CH:12][C:7]=2[N:6]=[C:5]1[CH2:19][N:20]1[CH:24]=[CH:23][N:22]=[C:21]1[C:25]1[S:26][CH:27]=[CH:28][N:29]=1)[CH3:3].C([O-])(O)=[O:31].[Na+]. (5) Given the product [Br:22][C:6]1[CH:7]=[C:2]([Cl:1])[C:3](=[O:21])[N:4]([CH2:9][CH2:10][C:11]2[CH:20]=[CH:19][C:14]([C:15]([O:17][CH3:18])=[O:16])=[CH:13][CH:12]=2)[C:5]=1[CH3:8], predict the reactants needed to synthesize it. The reactants are: [Cl:1][C:2]1[C:3](=[O:21])[N:4]([CH2:9][CH2:10][C:11]2[CH:20]=[CH:19][C:14]([C:15]([O:17][CH3:18])=[O:16])=[CH:13][CH:12]=2)[C:5]([CH3:8])=[CH:6][CH:7]=1.[Br:22]N1C(=O)CCC1=O. (6) Given the product [C:33]1([CH3:38])[C:32]([NH:31][C:8]2[O:9][C:10]([C:11]3[CH:16]=[CH:15][C:14]([N:17]4[CH2:22][CH2:21][N:20]([C:23]([O:25][C:26]([CH3:29])([CH3:28])[CH3:27])=[O:24])[CH2:19][CH2:18]4)=[CH:13][CH:12]=3)=[C:6]([C:4]([O:3][CH2:1][CH3:2])=[O:5])[N:7]=2)=[CH:37][CH:36]=[CH:35][CH:34]=1, predict the reactants needed to synthesize it. The reactants are: [CH2:1]([O:3][C:4]([C:6]1[N:7]=[C:8](I)[O:9][C:10]=1[C:11]1[CH:16]=[CH:15][C:14]([N:17]2[CH2:22][CH2:21][N:20]([C:23]([O:25][C:26]([CH3:29])([CH3:28])[CH3:27])=[O:24])[CH2:19][CH2:18]2)=[CH:13][CH:12]=1)=[O:5])[CH3:2].[NH2:31][C:32]1[C:33]([CH3:38])=[CH:34][CH:35]=[CH:36][CH:37]=1.C1(P(C2CCCCC2)C2C=CC=CC=2C2C(C(C)C)=CC(C(C)C)=CC=2C(C)C)CCCCC1.C(=O)([O-])[O-].[K+].[K+].